From a dataset of Experimentally validated miRNA-target interactions with 360,000+ pairs, plus equal number of negative samples. Binary Classification. Given a miRNA mature sequence and a target amino acid sequence, predict their likelihood of interaction. (1) The miRNA is hsa-miR-369-5p with sequence AGAUCGACCGUGUUAUAUUCGC. The protein sequence of the target gene is MGAGSSTEQRSPEQPPEGSSTPAEPEPSGGGPSAEAAPDTTADPAIAASDPATKLLQKNGQLSTINGVAEQDELSLQEGDLNGQKGALNGQGALNSQEEEEVIVTEVGQRDSEDVSKRDSDKEMATKSAVVHDITDDGQEETPEIIEQIPSSESNLEELTQPTESQANDIGFKKVFKFVGFKFTVKKDKTEKPDTVQLLTVKKDEGEGAAGAGDHKDPSLGAGEAASKESEPKQSTEKPEETLKREQSHAEISPPAESGQAVEECKEEGEEKQEKEPSKSAESPTSPVTSETGSTFKKFF.... Result: 0 (no interaction). (2) The miRNA is hsa-miR-23c with sequence AUCACAUUGCCAGUGAUUACCC. The protein sequence of the target gene is MAEGEDVGWWRSWLQQSYQAVKEKSSEALEFMKRDLTEFTQVVQHDTACTIAATASVVKEKLATEGSSGATEKMKKGLSDFLGVISDTFAPSPDKTIDCDVITLMGTPSGTAEPYDGTKARLYSLQSDPATYCNEPDGPPELFDAWLSQFCLEEKKGEISELLVGSPSIRALYTKMVPAAVSHSEFWHRYFYKVHQLEQEQARRDALKQRAEQSISEEPGWEEEEEELMGISPISPKEAKVPVAKISTFPEGEPGPQSPCEENLVTSVEPPAEVTPSESSESISLVTQIANPATAPEARV.... Result: 1 (interaction). (3) The miRNA is rno-miR-195-5p with sequence UAGCAGCACAGAAAUAUUGGC. The protein sequence of the target gene is MLPSLALLLLAAWTVRALEVPTDGNAGLLAEPQIAMFCGKLNMHMNVQNGKWESDPSGTKTCIGTKEGILQYCQEVYPELQITNVVEANQPVTIQNWCKRGRKQCKTHTHIVIPYRCLVGEFVSDALLVPDKCKFLHQERMDVCETHLHWHTVAKETCSEKSTNLHDYGMLLPCGIDKFRGVEFVCCPLAEESDSIDSADAEEDDSDVWWGGADTDYADGGEDKVVEVAEEEEVADVEEEEAEDDEDVEDGDEVEEEAEEPYEEATERTTSIATTTTTTTESVEEVVREVCSEQAETGPC.... Result: 1 (interaction). (4) The miRNA is hsa-miR-302c-3p with sequence UAAGUGCUUCCAUGUUUCAGUGG. The protein sequence of the target gene is MSSFQGQMAEYPTISIDRFDRENLKARAYFLSHCHKDHMKGLRAPSLKRRLECSLKVFLYCSPVTKELLLTSPKYRFWENRIITIEIETPTQISLVDEASGEKEEVVVTLLPAGHCPGSVMFLFQGSNGTVLYTGDFRLAKGEASRMELLHSGGRVKDIQSVYLDTTFCDPRFYQIPSREQCLRGILELVRSWVTRSPHHVVWLNCKAAYGYEYLFTNLSEELGVQVHVDKLDMFKNMPDILHHLTTDRNTQIHACRHPKAEECFQWNKLPCGITSQNKTALHTISIKPSTMWFGERTRK.... Result: 0 (no interaction). (5) The miRNA is mmu-miR-26a-5p with sequence UUCAAGUAAUCCAGGAUAGGCU. The protein sequence of the target gene is MDSLQTAQMVSLSAELGSNNLELAEPEEPGTSAAAGQSAAHPEEVTPEGSQALGAQEPEQSLPLAVPTPLECKVLLTQADALASEGHLREALEVYRQLSERQQLVAEQLEQLVRCLADSVPQEELASDSSGTSSCCAAALKEAGEAAAVAPEVWDGFKCKKCHGFLSDPVSLWCGHTFCKLCLERGRAADRRCALCGVKLSALMAASGRARGPRRAGQPAPLQLRVNVVLSGLLGKLFPGPARASQLRHEGNRLFREHQVEAALLKYNEAVRLAPNDHLLYSNRSQIYFTLESHEDALHD.... Result: 1 (interaction). (6) The miRNA is hsa-miR-3689f with sequence UGUGAUAUCGUGCUUCCUGGGA. The protein sequence of the target gene is MALSMPLNGLKEEDKEPLIELFVKAGSDGESIGNCPFSQRLFMILWLKGVVFSVTTVDLKRKPADLQNLAPGTHPPFITFNSEVKTDVNKIEEFLEEVLCPPKYLKLSPKHPESNTAGMDIFAKFSAYIKNSRPEANEALERGLLKTLQKLDEYLNSPLPDEIDENSMEDIKFSTRRFLDGDEMTLADCNLLPKLHIVKVVAKKYRNFDIPKGMTGIWRYLTNAYSRDEFTNTCPSDKEVEIAYSDVAKRLTK. Result: 0 (no interaction). (7) The miRNA is hsa-miR-8085 with sequence UGGGAGAGAGGACUGUGAGGC. The protein sequence of the target gene is MELDHRTSGGLHAYPGPRGGQVAKPNVILQIGKCRAEMLEHVRRTHRHLLAEVSKQVERELKGLHRSVGKLESNLDGYVPTSDSQRWKKSIKACLCRCQETIANLERWVKREMHVWREVFYRLERWADRLESTGGKYPVGSESARHTVSVGVGGPESYCHEADGYDYTVSPYAITPPPAAGELPGQEPAEAQQYQPWVPGEDGQPSPGVDTQIFEDPREFLSHLEEYLRQVGGSEEYWLSQIQNHMNGPAKKWWEFKQGSVKNWVEFKKEFLQYSEGTLSREAIQRELDLPQKQGEPLDQ.... Result: 1 (interaction). (8) The miRNA is hsa-miR-1247-5p with sequence ACCCGUCCCGUUCGUCCCCGGA. The protein sequence of the target gene is MQSKPGRENEEEVNNHHAVQQPMMYAEPWWKNNSFGVVPQARPSGIPSNSSSLDCPNGSESNDVHSASEDGALNGENDGTWKDSQAATSSRSVDNHGMEGNDPALSIRNMHDQPLVQPPELVGHYIACVPNPYQDPYYGGLMGAYGHQQLGFRPYLGMPRERTALPLDMAQEPVYVNAKQYEGILRRRKARAKAELERKVIRDRKPYLHESRHKHAMRRARASGGRFAKKSEVEAGEDAGGRDRERGSATNSSGSEQVETDSNETLNSSGAP. Result: 0 (no interaction).